Dataset: Full USPTO retrosynthesis dataset with 1.9M reactions from patents (1976-2016). Task: Predict the reactants needed to synthesize the given product. (1) Given the product [Br:13][C:10]1[CH:11]=[CH:12][C:7]2[O:6][C:5]([C:4]([O:3][CH2:1][CH3:2])=[O:16])=[CH:14][C:8]=2[CH:9]=1, predict the reactants needed to synthesize it. The reactants are: [CH2:1]([O:3][C:4](=[O:16])[CH2:5][O:6][C:7]1[CH:12]=[CH:11][C:10]([Br:13])=[CH:9][C:8]=1[CH:14]=O)[CH3:2].[O-]CC.[Na+].S(=O)(=O)(O)O.[OH-].[Na+]. (2) Given the product [ClH:16].[F:1][C:2]1([F:15])[CH2:6][CH2:5][CH:4]([NH2:7])[CH2:3]1, predict the reactants needed to synthesize it. The reactants are: [F:1][C:2]1([F:15])[CH2:6][CH2:5][CH:4]([NH:7]C(=O)OC(C)(C)C)[CH2:3]1.[ClH:16].C(OCC)(=O)C. (3) Given the product [C:14](/[C:16](=[CH:21]\[C:22]1[CH:23]=[CH:24][C:25]([O:28][CH2:8][CH2:7][CH2:6][CH2:5][CH2:4][CH2:3][OH:2])=[CH:26][CH:27]=1)/[C:17]([O:19][CH3:20])=[O:18])#[N:15], predict the reactants needed to synthesize it. The reactants are: C[O:2][C:3](=O)[CH:4]=[CH:5][C:6]1C=CC(O)=[CH:8][CH:7]=1.[C:14](/[C:16](=[CH:21]\[C:22]1[CH:27]=[CH:26][C:25]([OH:28])=[CH:24][CH:23]=1)/[C:17]([O:19][CH3:20])=[O:18])#[N:15].BrCCCO.ClCCCCCCO. (4) Given the product [CH3:29][O:30][C:31](=[O:40])[C:32]1[CH:37]=[CH:36][CH:35]=[C:34]([CH2:38][N:18]2[CH2:19][CH2:20][CH2:21][C@H:16]([NH:15][C:13]([NH2:14])=[N:12][C:10]([C:3]3[C:2]([NH2:1])=[N:7][C:6]([NH2:8])=[C:5]([Cl:9])[N:4]=3)=[O:11])[CH2:17]2)[CH:33]=1, predict the reactants needed to synthesize it. The reactants are: [NH2:1][C:2]1[C:3]([C:10]([NH:12][C:13]([NH:15][CH:16]2[CH2:21][CH2:20][CH2:19][NH:18][CH2:17]2)=[NH:14])=[O:11])=[N:4][C:5]([Cl:9])=[C:6]([NH2:8])[N:7]=1.C(N(CC)CC)C.[CH3:29][O:30][C:31](=[O:40])[C:32]1[CH:37]=[CH:36][CH:35]=[C:34]([CH2:38]Br)[CH:33]=1.